Dataset: Catalyst prediction with 721,799 reactions and 888 catalyst types from USPTO. Task: Predict which catalyst facilitates the given reaction. (1) Reactant: [CH3:1][O:2][C:3]1[CH:28]=[N:27][C:6]2[N:7]=[C:8]([N:14]3[CH2:17][CH:16]([N:18](C)[C:19](=O)OC(C)(C)C)[CH2:15]3)[C:9]3[N:10]([CH:11]=[N:12][N:13]=3)[C:5]=2[CH:4]=1.C(O)(C(F)(F)F)=O. Product: [CH3:1][O:2][C:3]1[CH:28]=[N:27][C:6]2[N:7]=[C:8]([N:14]3[CH2:15][CH:16]([NH:18][CH3:19])[CH2:17]3)[C:9]3[N:10]([CH:11]=[N:12][N:13]=3)[C:5]=2[CH:4]=1. The catalyst class is: 2. (2) Reactant: [CH3:1][C:2]1([CH3:36])[CH2:7][CH2:6][CH:5]([N:8]2[C:12]3[N:13]=[C:14]([NH:17][C:18]4[CH:23]=[CH:22][C:21]([N:24]5[CH2:29][CH2:28][NH:27][CH2:26][CH2:25]5)=[CH:20][N:19]=4)[N:15]=[CH:16][C:11]=3[C:10]3[CH:30]=[CH:31][N:32]=[C:33]([O:34]C)[C:9]2=3)[CH2:4][CH2:3]1.Cl.N1C=CC=CC=1. Product: [CH3:1][C:2]1([CH3:36])[CH2:3][CH2:4][CH:5]([N:8]2[C:12]3[N:13]=[C:14]([NH:17][C:18]4[CH:23]=[CH:22][C:21]([N:24]5[CH2:25][CH2:26][NH:27][CH2:28][CH2:29]5)=[CH:20][N:19]=4)[N:15]=[CH:16][C:11]=3[C:10]3[CH:30]=[CH:31][N:32]=[C:33]([OH:34])[C:9]2=3)[CH2:6][CH2:7]1. The catalyst class is: 47.